From a dataset of Full USPTO retrosynthesis dataset with 1.9M reactions from patents (1976-2016). Predict the reactants needed to synthesize the given product. (1) Given the product [C:34]([O:33][C:31]([NH:30][C@@H:26]1[CH2:27][CH2:28][CH2:29][N:24]([C:3]2[C:2]([CH:38]3[CH2:40][CH2:39]3)=[CH:7][N:6]=[C:5]3[N:8]([C:17]([O:19][C:20]([CH3:23])([CH3:22])[CH3:21])=[O:18])[CH:9]=[C:10]([NH:11][C:12](=[O:16])[CH:13]([CH3:15])[CH3:14])[C:4]=23)[CH2:25]1)=[O:32])([CH3:37])([CH3:35])[CH3:36], predict the reactants needed to synthesize it. The reactants are: Br[C:2]1[C:3]([N:24]2[CH2:29][CH2:28][CH2:27][C@@H:26]([NH:30][C:31]([O:33][C:34]([CH3:37])([CH3:36])[CH3:35])=[O:32])[CH2:25]2)=[C:4]2[C:10]([NH:11][C:12](=[O:16])[CH:13]([CH3:15])[CH3:14])=[CH:9][N:8]([C:17]([O:19][C:20]([CH3:23])([CH3:22])[CH3:21])=[O:18])[C:5]2=[N:6][CH:7]=1.[CH:38]1(B(O)O)[CH2:40][CH2:39]1.[O-]P([O-])([O-])=O.[K+].[K+].[K+].P(C1CCCCC1)(C1CCCCC1)C1CCCCC1. (2) Given the product [CH3:14][N:1]1[C:9]2[C:4](=[CH:5][C:6]([C:10]([O:12][CH3:13])=[O:11])=[CH:7][CH:8]=2)[CH:3]=[N:2]1.[CH3:14][N:2]1[CH:3]=[C:4]2[C:9]([CH:8]=[CH:7][C:6]([C:10]([O:12][CH3:13])=[O:11])=[CH:5]2)=[N:1]1, predict the reactants needed to synthesize it. The reactants are: [NH:1]1[C:9]2[C:4](=[CH:5][C:6]([C:10]([O:12][CH3:13])=[O:11])=[CH:7][CH:8]=2)[CH:3]=[N:2]1.[C:14]([O-])([O-])=O.[K+].[K+].IC. (3) Given the product [CH2:20]([O:13][C:12]([C:7]1[CH:6]=[CH:5][C:4]2[C:9](=[CH:10][CH:11]=[C:2]([OH:1])[CH:3]=2)[N:8]=1)=[O:14])[CH3:21], predict the reactants needed to synthesize it. The reactants are: [OH:1][C:2]1[CH:3]=[C:4]2[C:9](=[CH:10][CH:11]=1)[N:8]=[C:7]([C:12]([OH:14])=[O:13])[CH:6]=[CH:5]2.S(=O)(=O)(O)O.[CH2:20](O)[CH3:21]. (4) Given the product [F:31][CH:2]([F:1])[O:3][C:4]1[N:8]([CH3:9])[N:7]=[C:6]([C:10]([F:12])([F:13])[F:11])[C:5]=1[C:14]1[C:23](=[O:24])[N:22]([CH2:40][CH:41]([F:43])[F:42])[C:17]2=[N:18][CH:19]=[CH:20][N:21]=[C:16]2[C:15]=1[O:25][C:26](=[O:30])[CH:27]([CH3:28])[CH3:29], predict the reactants needed to synthesize it. The reactants are: [F:1][CH:2]([F:31])[O:3][C:4]1[N:8]([CH3:9])[N:7]=[C:6]([C:10]([F:13])([F:12])[F:11])[C:5]=1[C:14]1[C:23](=[O:24])[NH:22][C:17]2=[N:18][CH:19]=[CH:20][N:21]=[C:16]2[C:15]=1[O:25][C:26](=[O:30])[CH:27]([CH3:29])[CH3:28].O([CH2:40][CH:41]([F:43])[F:42])S(C(F)(F)F)(=O)=O.CCN(C(C)C)C(C)C.O. (5) The reactants are: Cl[S:2]([C:5]1[CH:14]=[C:13]2[C:8]([C:9]([C:16]([OH:18])=[O:17])=[CH:10][NH:11][C:12]2=[O:15])=[CH:7][CH:6]=1)(=[O:4])=[O:3].Cl.[NH3:20]. Given the product [NH2:20][S:2]([C:5]1[CH:14]=[C:13]2[C:8]([C:9]([C:16]([OH:18])=[O:17])=[CH:10][NH:11][C:12]2=[O:15])=[CH:7][CH:6]=1)(=[O:4])=[O:3], predict the reactants needed to synthesize it.